This data is from Reaction yield outcomes from USPTO patents with 853,638 reactions. The task is: Predict the reaction yield, written as a fraction of the theoretical maximum amount of product (1.0 means a 100% yield; for example, 0.34 means a 34% yield). (1) The product is [N:7]1[NH:8][C:9](=[O:11])[CH:10]=[C:5]2[CH2:4][CH2:3][CH2:2][O:12][C:6]=12. The catalyst is C1COCC1. The reactants are O[CH2:2][CH2:3][CH2:4][C:5]1[C:6](=[O:12])[NH:7][NH:8][C:9](=[O:11])[CH:10]=1.C1(P(C2C=CC=CC=2)C2C=CC=CC=2)C=CC=CC=1.N(C(OC(C)C)=O)=NC(OC(C)C)=O. The yield is 0.790. (2) The reactants are C(OC([N:8]1[CH2:11][CH:10]([N:12]2[CH2:17][CH2:16][S:15](=[O:19])(=[O:18])[CH2:14][CH2:13]2)[CH2:9]1)=O)(C)(C)C.C(O)(C(F)(F)F)=O. The catalyst is C(Cl)Cl. The product is [NH:8]1[CH2:11][CH:10]([N:12]2[CH2:17][CH2:16][S:15](=[O:19])(=[O:18])[CH2:14][CH2:13]2)[CH2:9]1. The yield is 0.910. (3) The reactants are [NH2:1][CH2:2][CH2:3][O:4][CH2:5][CH2:6][OH:7].[OH-].[Na+].[C:10](O[C:10]([O:12][C:13]([CH3:16])([CH3:15])[CH3:14])=[O:11])([O:12][C:13]([CH3:16])([CH3:15])[CH3:14])=[O:11]. The catalyst is O1CCCC1. The product is [C:10]([CH:6]([OH:7])[CH2:5][O:4][CH2:3][CH2:2][NH2:1])([O:12][C:13]([CH3:16])([CH3:15])[CH3:14])=[O:11]. The yield is 0.420. (4) The yield is 0.720. No catalyst specified. The product is [F:21][C:16]1[C:17]([NH:19][CH3:20])=[CH:18][C:11]2[O:10][CH2:9][NH:8][C:13](=[O:14])[C:12]=2[CH:15]=1. The reactants are COC1C=CC(C[N:8]2[C:13](=[O:14])[C:12]3[CH:15]=[C:16]([F:21])[C:17]([NH:19][CH3:20])=[CH:18][C:11]=3[O:10][CH2:9]2)=CC=1.FC(F)(F)C(O)=O.